From a dataset of TCR-epitope binding with 47,182 pairs between 192 epitopes and 23,139 TCRs. Binary Classification. Given a T-cell receptor sequence (or CDR3 region) and an epitope sequence, predict whether binding occurs between them. (1) The epitope is GTITVEELK. The TCR CDR3 sequence is CASSSILAGDADEQFF. Result: 0 (the TCR does not bind to the epitope). (2) The epitope is KRWIILGLNK. The TCR CDR3 sequence is CASSQWTGELFF. Result: 1 (the TCR binds to the epitope). (3) The epitope is ELAGIGILTV. The TCR CDR3 sequence is CASSEYRVVPDTQYF. Result: 1 (the TCR binds to the epitope). (4) The epitope is YLNTLTLAV. The TCR CDR3 sequence is CASSLGVVGELFF. Result: 1 (the TCR binds to the epitope). (5) The epitope is KLSYGIATV. The TCR CDR3 sequence is CSVSGNPSTGELFF. Result: 1 (the TCR binds to the epitope). (6) The epitope is KLGGALQAK. The TCR CDR3 sequence is CSVEGEFNYGYTF. Result: 1 (the TCR binds to the epitope). (7) The epitope is FTISVTTEIL. The TCR CDR3 sequence is CASSTSGEQYF. Result: 0 (the TCR does not bind to the epitope). (8) The epitope is FPPTSFGPL. The TCR CDR3 sequence is CASSEEWSSYNEQFF. Result: 1 (the TCR binds to the epitope).